This data is from Ames mutagenicity test results for genotoxicity prediction. The task is: Regression/Classification. Given a drug SMILES string, predict its toxicity properties. Task type varies by dataset: regression for continuous values (e.g., LD50, hERG inhibition percentage) or binary classification for toxic/non-toxic outcomes (e.g., AMES mutagenicity, cardiotoxicity, hepatotoxicity). Dataset: ames. (1) The result is 0 (non-mutagenic). The drug is Cc1c(N=O)cccc1[N+](=O)[O-]. (2) The drug is Clc1cccc(Cl)c1NC1=NCCN1. The result is 0 (non-mutagenic). (3) The drug is COc1ccc(CCl)cc1. The result is 0 (non-mutagenic). (4) The drug is O[C@@H]1C=Cc2c(ccc3c2ccc2ccccc23)[C@H]1O. The result is 1 (mutagenic). (5) The molecule is c1ccc2nccnc2c1. The result is 1 (mutagenic).